This data is from Forward reaction prediction with 1.9M reactions from USPTO patents (1976-2016). The task is: Predict the product of the given reaction. (1) Given the reactants [Cl:1][C:2]1[N:7]=[C:6]([Cl:8])[C:5]([C:9](Cl)=[O:10])=[C:4]([Cl:12])[N:3]=1.C(=O)(O)[O-].[Na+].[CH3:18][NH:19][CH3:20], predict the reaction product. The product is: [Cl:1][C:2]1[N:7]=[C:6]([Cl:8])[C:5]([C:9]([N:19]([CH3:20])[CH3:18])=[O:10])=[C:4]([Cl:12])[N:3]=1. (2) Given the reactants Br[C:2]1[CH:3]=[CH:4][C:5]([N+:8]([O-:10])=[O:9])=[N:6][CH:7]=1.C(=O)([O-])[O-].[K+].[K+].[NH:17]1[CH2:22][CH2:21][CH2:20][CH2:19][CH2:18]1, predict the reaction product. The product is: [N+:8]([C:5]1[N:6]=[CH:7][C:2]([N:17]2[CH2:22][CH2:21][CH2:20][CH2:19][CH2:18]2)=[CH:3][CH:4]=1)([O-:10])=[O:9]. (3) Given the reactants C(N(CC)CC)C.[F:8][C:9]1[CH:10]=[C:11]([S:15](Cl)(=[O:17])=[O:16])[CH:12]=[CH:13][CH:14]=1.C(Cl)Cl.[C:22]([O:26][C:27]([N:29]([CH2:54][C:55]([O:57][C:58]([CH3:61])([CH3:60])[CH3:59])=[O:56])[C:30]1[CH:35]=[CH:34][CH:33]=[C:32]([CH2:36][NH:37][CH2:38][C:39]2[CH:44]=[CH:43][C:42]([C:45]3[CH:50]=[CH:49][CH:48]=[C:47]([C:51]#[C:52][CH3:53])[CH:46]=3)=[CH:41][CH:40]=2)[N:31]=1)=[O:28])([CH3:25])([CH3:24])[CH3:23], predict the reaction product. The product is: [C:22]([O:26][C:27]([N:29]([CH2:54][C:55]([O:57][C:58]([CH3:61])([CH3:60])[CH3:59])=[O:56])[C:30]1[CH:35]=[CH:34][CH:33]=[C:32]([CH:36]([S:15]([C:11]2[CH:12]=[CH:13][CH:14]=[C:9]([F:8])[CH:10]=2)(=[O:17])=[O:16])[NH:37][CH2:38][C:39]2[CH:40]=[CH:41][C:42]([C:45]3[CH:50]=[CH:49][CH:48]=[C:47]([C:51]#[C:52][CH3:53])[CH:46]=3)=[CH:43][CH:44]=2)[N:31]=1)=[O:28])([CH3:25])([CH3:23])[CH3:24]. (4) Given the reactants [C:1]([N:8]1[CH2:11][CH:10]([C:12]([OH:14])=O)[CH2:9]1)([O:3][C:4]([CH3:7])([CH3:6])[CH3:5])=[O:2].C1N=CN(C(N2C=NC=C2)=O)C=1.O[N:28]=[C:29]([C:31]1[CH:32]=[CH:33][C:34]([CH3:49])=[C:35]([NH:37][C:38]([C:40]2[N:44]3[CH:45]=[CH:46][CH:47]=[CH:48][C:43]3=[N:42][CH:41]=2)=[O:39])[CH:36]=1)[NH2:30], predict the reaction product. The product is: [N:42]1[CH:41]=[C:40]([C:38]([NH:37][C:35]2[CH:36]=[C:31]([C:29]3[N:28]=[C:12]([CH:10]4[CH2:9][N:8]([C:1]([O:3][C:4]([CH3:5])([CH3:6])[CH3:7])=[O:2])[CH2:11]4)[O:14][N:30]=3)[CH:32]=[CH:33][C:34]=2[CH3:49])=[O:39])[N:44]2[CH:45]=[CH:46][CH:47]=[CH:48][C:43]=12. (5) Given the reactants Br[CH2:2][CH2:3][C:4]1[NH:5][C:6]2[C:11]([CH:12]=1)=[CH:10][C:9]([C:13]1[NH:22][C:21](=[O:23])[C:20]3[C:15](=[CH:16][C:17]([O:26][CH3:27])=[CH:18][C:19]=3[O:24][CH3:25])[N:14]=1)=[CH:8][CH:7]=2.[NH:28]1[CH2:32][CH2:31][CH2:30][CH2:29]1, predict the reaction product. The product is: [CH3:25][O:24][C:19]1[CH:18]=[C:17]([O:26][CH3:27])[CH:16]=[C:15]2[C:20]=1[C:21](=[O:23])[NH:22][C:13]([C:9]1[CH:10]=[C:11]3[C:6](=[CH:7][CH:8]=1)[NH:5][C:4]([CH2:3][CH2:2][N:28]1[CH2:32][CH2:31][CH2:30][CH2:29]1)=[CH:12]3)=[N:14]2. (6) Given the reactants [N+:1]([C:4]1[CH:5]=[C:6]([S:10]([N:13]2[C:22]3[C:17](=[CH:18][CH:19]=[CH:20][CH:21]=3)[NH:16][C:15](=[O:23])[CH2:14]2)(=[O:12])=[O:11])[CH:7]=[CH:8][CH:9]=1)([O-:3])=[O:2].CI.[C:26](=O)([O-])[O-].[K+].[K+].CN(C=O)C, predict the reaction product. The product is: [CH3:26][N:16]1[C:17]2[C:22](=[CH:21][CH:20]=[CH:19][CH:18]=2)[N:13]([S:10]([C:6]2[CH:7]=[CH:8][CH:9]=[C:4]([N+:1]([O-:3])=[O:2])[CH:5]=2)(=[O:11])=[O:12])[CH2:14][C:15]1=[O:23]. (7) Given the reactants Cl.O1CCOCC1.[Cl:8][C:9]1[CH:14]=[CH:13][C:12](/[CH:15]=[CH:16]/[C:17]([N:19]2[CH2:24][CH2:23][CH:22]([CH2:25][CH2:26][N:27](C)[C:28](=O)OC(C)(C)C)[CH2:21][CH2:20]2)=[O:18])=[C:11]([CH2:36][N:37]2[N:41]=[N:40][C:39]([CH3:42])=[N:38]2)[CH:10]=1, predict the reaction product. The product is: [Cl:8][C:9]1[CH:14]=[CH:13][C:12](/[CH:15]=[CH:16]/[C:17]([N:19]2[CH2:20][CH2:21][CH:22]([CH2:25][CH2:26][NH:27][CH3:28])[CH2:23][CH2:24]2)=[O:18])=[C:11]([CH2:36][N:37]2[N:41]=[N:40][C:39]([CH3:42])=[N:38]2)[CH:10]=1. (8) Given the reactants [F:1][C:2]([F:14])([F:13])[O:3][C:4]1[CH:12]=[CH:11][C:7]([C:8]([OH:10])=O)=[CH:6][CH:5]=1.CCN(C(C)C)C(C)C.CN(C(ON1N=NC2C=CC=NC1=2)=[N+](C)C)C.F[P-](F)(F)(F)(F)F.[NH2:48][C:49]([C:74]#[N:75])([CH3:73])[CH2:50][O:51][C:52]1[CH:53]=[CH:54][C:55]2[CH2:59][O:58][B:57]([OH:60])[C:56]=2[C:61]=1[O:62][CH2:63][CH2:64][NH:65][C:66](=[O:72])[O:67][C:68]([CH3:71])([CH3:70])[CH3:69], predict the reaction product. The product is: [C:74]([C:49]([NH:48][C:8](=[O:10])[C:7]1[CH:6]=[CH:5][C:4]([O:3][C:2]([F:1])([F:14])[F:13])=[CH:12][CH:11]=1)([CH3:73])[CH2:50][O:51][C:52]1[CH:53]=[CH:54][C:55]2[CH2:59][O:58][B:57]([OH:60])[C:56]=2[C:61]=1[O:62][CH2:63][CH2:64][NH:65][C:66](=[O:72])[O:67][C:68]([CH3:69])([CH3:70])[CH3:71])#[N:75]. (9) Given the reactants [P:1]([O-:5])([O-:4])([O-:3])=[O:2].[Ca:6].[P:7]([O-:11])([OH:10])([OH:9])=[O:8].[P:7]([O-:11])([OH:10])([OH:9])=[O:8].[Ca+2].C(=O)([O-])[O-].[Ca+2].P([O-])(O)(O)=O.[Na+], predict the reaction product. The product is: [O-:3][P:1]([O-:5])([O-:4])=[O:2].[O-:9][P:7]([O-:11])([O-:10])=[O:8].[Ca+2:6].[Ca+2:6].[Ca+2:6].